From a dataset of Full USPTO retrosynthesis dataset with 1.9M reactions from patents (1976-2016). Predict the reactants needed to synthesize the given product. Given the product [Cl:1][C:2]1[CH:7]=[C:6]([NH:12][C:13]2[CH:14]=[C:15]([CH:23]=[CH:24][CH:25]=2)[C:16]([O:18][C:19]([CH3:21])([CH3:22])[CH3:20])=[O:17])[N:5]2[N:9]=[CH:10][CH:11]=[C:4]2[N:3]=1, predict the reactants needed to synthesize it. The reactants are: [Cl:1][C:2]1[CH:7]=[C:6](Cl)[N:5]2[N:9]=[CH:10][CH:11]=[C:4]2[N:3]=1.[NH2:12][C:13]1[CH:14]=[C:15]([CH:23]=[CH:24][CH:25]=1)[C:16]([O:18][C:19]([CH3:22])([CH3:21])[CH3:20])=[O:17].C(N(CC)CC)C.C(O)(C)(C)C.